The task is: Predict the product of the given reaction.. This data is from Forward reaction prediction with 1.9M reactions from USPTO patents (1976-2016). (1) Given the reactants Cl.[CH3:2][C:3]1[O:7][N:6]=[C:5]([C:8]2[CH:13]=[CH:12][C:11]([C@@H:14]3[O:19][CH2:18][CH2:17][NH:16][CH2:15]3)=[CH:10][CH:9]=2)[N:4]=1.Cl.[N:21]1([C:26](N)=[NH:27])C=CC=N1.C(N(CC)C(C)C)(C)C.C(O[C:41](=[O:51])[CH2:42][C:43](=O)[C:44]1[CH:49]=[CH:48][N:47]=[CH:46][N:45]=1)C.C(=O)([O-])[O-].[K+].[K+], predict the reaction product. The product is: [CH3:2][C:3]1[O:7][N:6]=[C:5]([C:8]2[CH:13]=[CH:12][C:11]([C@@H:14]3[O:19][CH2:18][CH2:17][N:16]([C:26]4[NH:27][C:41](=[O:51])[CH:42]=[C:43]([C:44]5[CH:49]=[CH:48][N:47]=[CH:46][N:45]=5)[N:21]=4)[CH2:15]3)=[CH:10][CH:9]=2)[N:4]=1. (2) Given the reactants [F:1][C:2]1[CH:7]=[C:6]([F:8])[CH:5]=[CH:4][C:3]=1[C:9]1[C:17]2[O:16][CH:15]([CH2:18]OS(C3C=CC(C)=CC=3)(=O)=O)[CH2:14][C:13]=2[CH:12]=[C:11]([O:30][CH3:31])[CH:10]=1.[CH3:32][NH2:33], predict the reaction product. The product is: [F:1][C:2]1[CH:7]=[C:6]([F:8])[CH:5]=[CH:4][C:3]=1[C:9]1[C:17]2[O:16][CH:15]([CH2:18][NH:33][CH3:32])[CH2:14][C:13]=2[CH:12]=[C:11]([O:30][CH3:31])[CH:10]=1. (3) Given the reactants [H-].[Na+].C(OP([CH2:11][C:12]([O:14][CH2:15][CH3:16])=[O:13])(OCC)=O)C.[CH2:17]([O:24][C:25]1[CH:26]=[C:27]([CH:30]=[CH:31][C:32]=1[O:33][CH2:34][C:35]1[CH:40]=[CH:39][CH:38]=[CH:37][CH:36]=1)[CH:28]=O)[C:18]1[CH:23]=[CH:22][CH:21]=[CH:20][CH:19]=1.O, predict the reaction product. The product is: [CH2:17]([O:24][C:25]1[CH:26]=[C:27]([CH:28]=[CH:11][C:12]([O:14][CH2:15][CH3:16])=[O:13])[CH:30]=[CH:31][C:32]=1[O:33][CH2:34][C:35]1[CH:40]=[CH:39][CH:38]=[CH:37][CH:36]=1)[C:18]1[CH:19]=[CH:20][CH:21]=[CH:22][CH:23]=1. (4) Given the reactants [C:1]([O:5][C:6]([N:8]1[CH2:17][CH2:16][C:15]2[C:10](=[CH:11][CH:12]=[C:13]([NH:18][C:19]3[N:24]=[C:23]([CH2:25][CH2:26][C:27]4[CH:32]=[CH:31][CH:30]=[CH:29][C:28]=4[CH2:33][C:34]([O-:36])=O)[C:22]([C:37]([F:40])([F:39])[F:38])=[CH:21][N:20]=3)[CH:14]=2)[CH2:9]1)=[O:7])([CH3:4])([CH3:3])[CH3:2].[Li+].C[N:43](C(ON1N=NC2C=CC=NC1=2)=[N+](C)C)C.F[P-](F)(F)(F)(F)F.C(=O)([O-])[O-].[NH4+].[NH4+].CCN(C(C)C)C(C)C.C(=O)(O)[O-].[Na+], predict the reaction product. The product is: [NH2:43][C:34](=[O:36])[CH2:33][C:28]1[CH:29]=[CH:30][CH:31]=[CH:32][C:27]=1[CH2:26][CH2:25][C:23]1[C:22]([C:37]([F:39])([F:38])[F:40])=[CH:21][N:20]=[C:19]([NH:18][C:13]2[CH:14]=[C:15]3[C:10](=[CH:11][CH:12]=2)[CH2:9][N:8]([C:6]([O:5][C:1]([CH3:2])([CH3:4])[CH3:3])=[O:7])[CH2:17][CH2:16]3)[N:24]=1.